Dataset: Reaction yield outcomes from USPTO patents with 853,638 reactions. Task: Predict the reaction yield, written as a fraction of the theoretical maximum amount of product (1.0 means a 100% yield; for example, 0.34 means a 34% yield). (1) The reactants are [CH:1]12[NH:8][CH:5]([CH2:6][CH2:7]1)[CH2:4][CH2:3][CH2:2]2.[CH3:9][N:10]([CH3:20])[C:11]1[CH:19]=[CH:18][C:14]([C:15](Cl)=[O:16])=[CH:13][CH:12]=1.C1C[O:24]CC1. No catalyst specified. The product is [CH3:9][N:10]([CH3:20])[C:11]1[CH:19]=[CH:18][C:14]([C:15]([N:8]2[CH:5]3[CH2:6][CH2:7][CH:1]2[CH2:2][C:3](=[O:24])[CH2:4]3)=[O:16])=[CH:13][CH:12]=1. The yield is 0.480. (2) The reactants are Br[C:2]1[CH:10]=[C:9]2[C:5]([CH:6]=[N:7][NH:8]2)=[C:4]([O:11][CH3:12])[CH:3]=1.C(N([CH2:18][CH3:19])CC)C.[C]=[O:21].[CH2:22]([OH:24])C. The catalyst is C(#N)C.[Pd](Cl)Cl.C1(P(C2C=CC=CC=2)C2C=CC3C(=CC=CC=3)C=2C2C3C(=CC=CC=3)C=CC=2P(C2C=CC=CC=2)C2C=CC=CC=2)C=CC=CC=1. The product is [CH3:12][O:11][C:4]1[CH:3]=[C:2]([C:22]([O:24][CH2:18][CH3:19])=[O:21])[CH:10]=[C:9]2[C:5]=1[CH:6]=[N:7][NH:8]2. The yield is 0.840. (3) The reactants are [C:1]([C:5]1[O:9][N:8]=[C:7]([NH:10][C:11](=[O:28])[CH2:12][C:13]2[CH:18]=[CH:17][C:16](B3OC(C)(C)C(C)(C)O3)=[CH:15][CH:14]=2)[CH:6]=1)([CH3:4])([CH3:3])[CH3:2].Br[C:30]1[CH:31]=[CH:32][C:33]([NH2:37])=[N:34][C:35]=1[F:36].BrC1C=C(C)C(N)=NC=1. No catalyst specified. The product is [NH2:37][C:33]1[N:34]=[C:35]([F:36])[C:30]([C:16]2[CH:15]=[CH:14][C:13]([CH2:12][C:11]([NH:10][C:7]3[CH:6]=[C:5]([C:1]4([CH3:2])[CH2:3][CH2:4]4)[O:9][N:8]=3)=[O:28])=[CH:18][CH:17]=2)=[CH:31][CH:32]=1. The yield is 0.0600. (4) The reactants are [Si:1]([O:8][CH2:9][CH2:10][CH2:11][C:12]([O:14][Li])=[O:13])([C:4]([CH3:7])([CH3:6])[CH3:5])([CH3:3])[CH3:2].OS([O-])(=O)=O.[K+]. The catalyst is C(OCC)(=O)C. The product is [Si:1]([O:8][CH2:9][CH2:10][CH2:11][C:12]([OH:14])=[O:13])([C:4]([CH3:7])([CH3:6])[CH3:5])([CH3:3])[CH3:2]. The yield is 0.950. (5) The reactants are CN1CCOCC1.[C:8]([O:12][C:13]([NH:15][CH2:16][CH2:17][N:18]([CH2:34][CH2:35][NH:36][C:37]([O:39][C:40]([CH3:43])([CH3:42])[CH3:41])=[O:38])[C:19]([CH2:21][C@H:22]([NH:26][C:27]([O:29][C:30]([CH3:33])([CH3:32])[CH3:31])=[O:28])[C:23]([OH:25])=O)=[O:20])=[O:14])([CH3:11])([CH3:10])[CH3:9].[NH2:44][C@@H:45]([CH2:65][CH2:66][C:67]1[CH:72]=[CH:71][CH:70]=[CH:69][CH:68]=1)[C:46]([N:48]([CH3:64])[CH2:49][CH2:50][NH:51][C:52]([C:54]1[CH:59]=[CH:58][C:57]([C:60]([F:63])([F:62])[F:61])=[CH:56][CH:55]=1)=[O:53])=[O:47]. The catalyst is C(Cl)Cl. The product is [C:40]([O:39][C:37]([NH:36][CH2:35][CH2:34][N:18]([CH2:17][CH2:16][NH:15][C:13]([O:12][C:8]([CH3:9])([CH3:11])[CH3:10])=[O:14])[C:19]([CH2:21][C@H:22]([NH:26][C:27](=[O:28])[O:29][C:30]([CH3:31])([CH3:33])[CH3:32])[C:23](=[O:25])[NH:44][C@H:45]([C:46](=[O:47])[N:48]([CH3:64])[CH2:49][CH2:50][NH:51][C:52]([C:54]1[CH:55]=[CH:56][C:57]([C:60]([F:62])([F:63])[F:61])=[CH:58][CH:59]=1)=[O:53])[CH2:65][CH2:66][C:67]1[CH:72]=[CH:71][CH:70]=[CH:69][CH:68]=1)=[O:20])=[O:38])([CH3:41])([CH3:43])[CH3:42]. The yield is 0.680. (6) The reactants are [F:1][C:2]1[C:3]([O:12][CH3:13])=[C:4]([CH:6]=[C:7]([F:11])[C:8]=1[O:9][CH3:10])[NH2:5].[C:14](Cl)(Cl)=[O:15]. The catalyst is CCOC(C)=O. The product is [F:11][C:7]1[CH:6]=[C:4]([N:5]=[C:14]=[O:15])[C:3]([O:12][CH3:13])=[C:2]([F:1])[C:8]=1[O:9][CH3:10]. The yield is 0.960.